Task: Predict which catalyst facilitates the given reaction.. Dataset: Catalyst prediction with 721,799 reactions and 888 catalyst types from USPTO (1) Reactant: [C:1]([C:3]1[CH:8]=[CH:7][C:6](Br)=[CH:5][C:4]=1[F:10])#[N:2].[CH3:11][C:12]1([CH3:26])[C:17]2[CH:18]=[C:19](B(O)O)[CH:20]=[CH:21][C:16]=2[NH:15][C:14](=[O:25])[O:13]1.C(=O)([O-])[O-].[Na+].[Na+].[OH-].[Na+]. Product: [C:1]([C:3]1[CH:8]=[CH:7][C:6]([C:19]2[CH:20]=[CH:21][C:16]3[NH:15][C:14](=[O:25])[O:13][C:12]([CH3:26])([CH3:11])[C:17]=3[CH:18]=2)=[CH:5][C:4]=1[F:10])#[N:2]. The catalyst class is: 108. (2) Reactant: [SiH3]O[SiH3].C1CN([P+]([O:20]N2N=NC3C=CC=CC2=3)(N2CCCC2)N2CCCC2)CC1.F[P-](F)(F)(F)(F)F.[NH2:37][CH2:38][CH2:39][CH2:40][CH2:41][CH2:42][OH:43].[C:44]1([CH3:54])[CH:49]=[CH:48][C:47]([CH2:50]C(O)=O)=[CH:46][CH:45]=1. Product: [OH:43][CH2:42][CH2:41][CH2:40][CH2:39][CH2:38][NH:37][C:50](=[O:20])[C:47]1[CH:46]=[CH:45][C:44]([CH3:54])=[CH:49][CH:48]=1. The catalyst class is: 3.